Dataset: Full USPTO retrosynthesis dataset with 1.9M reactions from patents (1976-2016). Task: Predict the reactants needed to synthesize the given product. (1) The reactants are: Br[CH2:2][CH2:3][N:4]1[C:8](=[O:9])[C:7]2=[CH:10][CH:11]=[CH:12][CH:13]=[C:6]2[C:5]1=[O:14].[CH2:15]([O:22][C:23]([N:25]1[CH2:30][CH2:29][NH:28][CH2:27][CH2:26]1)=[O:24])[C:16]1[CH:21]=[CH:20][CH:19]=[CH:18][CH:17]=1.Cl.C(=O)([O-])O.[Na+]. Given the product [CH2:15]([O:22][C:23]([N:25]1[CH2:30][CH2:29][N:28]([CH2:2][CH2:3][N:4]2[C:8](=[O:9])[C:7]3=[CH:10][CH:11]=[CH:12][CH:13]=[C:6]3[C:5]2=[O:14])[CH2:27][CH2:26]1)=[O:24])[C:16]1[CH:21]=[CH:20][CH:19]=[CH:18][CH:17]=1, predict the reactants needed to synthesize it. (2) Given the product [ClH:21].[Cl:21][C:19]1[CH:18]=[CH:17][C:16]([Cl:22])=[CH:15][C:14]=1[N:11]1[CH2:10][CH2:9][N:8]([CH:6]=[O:7])[CH2:13][CH2:12]1, predict the reactants needed to synthesize it. The reactants are: C(O[C:6]([N:8]1[CH2:13][CH2:12][N:11]([C:14](=O)[C:15]2C=[C:19]([Cl:21])[CH:18]=[CH:17][C:16]=2[Cl:22])[CH2:10][CH2:9]1)=[O:7])(C)(C)C.Cl. (3) Given the product [CH2:23]([N:22]1[C:17]2[CH:16]=[C:15]([C:14]3[N:10]([CH:4]4[CH2:9][CH2:8][CH2:7][CH2:6][CH2:5]4)[CH:11]=[N:12][C:13]=3[C:27]3[CH:32]=[CH:31][CH:30]=[CH:29][CH:28]=3)[CH:20]=[CH:19][C:18]=2[N:21]=[C:2]1[NH2:1])[CH:24]([CH3:26])[CH3:25], predict the reactants needed to synthesize it. The reactants are: [N:1]#[C:2]Br.[CH:4]1([N:10]2[C:14]([C:15]3[CH:20]=[CH:19][C:18]([NH2:21])=[C:17]([NH:22][CH2:23][CH:24]([CH3:26])[CH3:25])[CH:16]=3)=[C:13]([C:27]3[CH:32]=[CH:31][CH:30]=[CH:29][CH:28]=3)[N:12]=[CH:11]2)[CH2:9][CH2:8][CH2:7][CH2:6][CH2:5]1. (4) Given the product [C:1]([O:5][C:6]([N:8]1[CH2:13][CH2:12][CH:11]([N:14]2[CH:18]=[C:17]([C:51]3[CH:59]=[CH:58][N:57]=[C:56]4[NH:55][CH:54]=[CH:53][C:52]=34)[C:16]([C:28]3[CH:33]=[CH:32][CH:31]=[C:30]([N:34]([S:38]([C:41]4[CH:46]=[C:45]([F:47])[CH:44]=[CH:43][C:42]=4[F:48])(=[O:40])=[O:39])[CH2:35][O:36][CH3:37])[C:29]=3[F:49])=[N:15]2)[CH2:10][CH2:9]1)=[O:7])([CH3:4])([CH3:3])[CH3:2], predict the reactants needed to synthesize it. The reactants are: [C:1]([O:5][C:6]([N:8]1[CH2:13][CH2:12][CH:11]([N:14]2[CH:18]=[C:17](B3OC(C)(C)C(C)(C)O3)[C:16]([C:28]3[CH:33]=[CH:32][CH:31]=[C:30]([N:34]([S:38]([C:41]4[CH:46]=[C:45]([F:47])[CH:44]=[CH:43][C:42]=4[F:48])(=[O:40])=[O:39])[CH2:35][O:36][CH3:37])[C:29]=3[F:49])=[N:15]2)[CH2:10][CH2:9]1)=[O:7])([CH3:4])([CH3:3])[CH3:2].I[C:51]1[CH:59]=[CH:58][N:57]=[C:56]2[C:52]=1[CH:53]=[CH:54][NH:55]2.C(=O)([O-])[O-].[Cs+].[Cs+].C(Cl)Cl. (5) The reactants are: C(O)C(N)(CO)CO.Cl.[CH:10]1[CH:15]=[N+:14]([C@@H:16]2[O:20][C@H:19]([CH2:21][O:22][P:23]([O:26][P:27]([O:30][CH2:31][C@H:32]3[O:36][C@@H:35]([N:37]4[C:41]5[N:42]=[CH:43][N:44]=[C:45]([NH2:46])[C:40]=5[N:39]=[CH:38]4)[C@H:34]([O:47][P:48]([OH:51])([OH:50])=[O:49])[C@@H:33]3[OH:52])([OH:29])=[O:28])([OH:25])=[O:24])[C@@H:18]([OH:53])[C@H:17]2[OH:54])[CH:13]=[C:12]([C:55]([NH2:57])=[O:56])[CH:11]=1.[Cl-].[Mg+2].[Cl-].P(OC[C@@H](O)[C@@H](O)[C@H](O)[C@@H](O)C(O)=O)(O)(O)=O. Given the product [CH:43]1[N:44]=[C:45]([NH2:46])[C:40]2[N:39]=[CH:38][N:37]([C@@H:35]3[O:36][C@H:32]([CH2:31][O:30][P:27]([O:26][P:23]([O:22][CH2:21][C@H:19]4[O:20][C@@H:16]([N:14]5[CH:13]=[C:12]([C:55]([NH2:57])=[O:56])[CH2:11][CH:10]=[CH:15]5)[C@H:17]([OH:54])[C@@H:18]4[OH:53])([OH:25])=[O:24])([OH:29])=[O:28])[C@@H:33]([OH:52])[C@H:34]3[O:47][P:48]([OH:51])([OH:50])=[O:49])[C:41]=2[N:42]=1, predict the reactants needed to synthesize it. (6) Given the product [OH:5][C@H:4]([C:6]1[CH:11]=[CH:10][CH:9]=[CH:8][CH:7]=1)[CH2:3][CH2:2][N:26]1[CH2:27][CH2:28][CH:23]([C:19]2[CH:18]=[C:17]([NH:16][C:14](=[O:15])[CH:13]([CH3:12])[CH3:29])[CH:22]=[CH:21][CH:20]=2)[CH2:24][CH2:25]1, predict the reactants needed to synthesize it. The reactants are: Cl[CH2:2][CH2:3][C@@H:4]([C:6]1[CH:11]=[CH:10][CH:9]=[CH:8][CH:7]=1)[OH:5].[CH3:12][CH:13]([CH3:29])[C:14]([NH:16][C:17]1[CH:22]=[CH:21][CH:20]=[C:19]([CH:23]2[CH2:28][CH2:27][NH:26][CH2:25][CH2:24]2)[CH:18]=1)=[O:15].C(N(C(C)C)CC)(C)C.N.